From a dataset of Forward reaction prediction with 1.9M reactions from USPTO patents (1976-2016). Predict the product of the given reaction. (1) Given the reactants [NH2:1][C:2]1[C:3]2[N:4]([C:8]([C@@H:26]3[CH2:30][CH2:29][CH2:28][NH:27]3)=[N:9][C:10]=2[C:11]2[CH:25]=[CH:24][C:14]([C:15]([NH:17][C:18]3[CH:23]=[CH:22][CH:21]=[CH:20][N:19]=3)=[O:16])=[CH:13][CH:12]=2)[CH:5]=[CH:6][N:7]=1.C(N(CC)CC)C.[C:38](Cl)(=[O:41])[CH:39]=[CH2:40], predict the reaction product. The product is: [C:38]([N:27]1[CH2:28][CH2:29][CH2:30][C@H:26]1[C:8]1[N:4]2[CH:5]=[CH:6][N:7]=[C:2]([NH2:1])[C:3]2=[C:10]([C:11]2[CH:25]=[CH:24][C:14]([C:15]([NH:17][C:18]3[CH:23]=[CH:22][CH:21]=[CH:20][N:19]=3)=[O:16])=[CH:13][CH:12]=2)[N:9]=1)(=[O:41])[CH:39]=[CH2:40]. (2) Given the reactants [CH2:1](Cl)[C:2]1[CH:7]=[CH:6][CH:5]=[CH:4][CH:3]=1.C(=O)([O-])[O-].[Na+].[Na+].CN(C=O)C.Cl.[CH3:21][C:22]1([C:28]([NH2:30])=[O:29])[CH2:27][CH2:26][NH:25][CH2:24][CH2:23]1, predict the reaction product. The product is: [CH2:1]([N:25]1[CH2:26][CH2:27][C:22]([CH3:21])([C:28]([NH2:30])=[O:29])[CH2:23][CH2:24]1)[C:2]1[CH:7]=[CH:6][CH:5]=[CH:4][CH:3]=1. (3) Given the reactants [NH2:1][C:2]1[CH:7]=[CH:6][C:5]([C:8]#[C:9][C:10]2[C:11]([C:15]3[CH:20]=[C:19]([Cl:21])[CH:18]=[CH:17][C:16]=3[OH:22])=[N:12][NH:13][CH:14]=2)=[CH:4][CH:3]=1.[C:23]([N:30]1[CH2:35][CH2:34][CH2:33][CH2:32][C@H:31]1[C:36](O)=[O:37])([O:25][C:26]([CH3:29])([CH3:28])[CH3:27])=[O:24].C(N=C=NC(C)C)(C)C.O[Li].O.C(O)(=O)C, predict the reaction product. The product is: [C:26]([O:25][C:23]([N:30]1[CH2:35][CH2:34][CH2:33][CH2:32][C@H:31]1[C:36](=[O:37])[NH:1][C:2]1[CH:7]=[CH:6][C:5]([C:8]#[C:9][C:10]2[C:11]([C:15]3[CH:20]=[C:19]([Cl:21])[CH:18]=[CH:17][C:16]=3[OH:22])=[N:12][NH:13][CH:14]=2)=[CH:4][CH:3]=1)=[O:24])([CH3:29])([CH3:28])[CH3:27]. (4) The product is: [NH:30]1[CH:34]=[C:33]([C:15]2[CH:16]=[CH:17][C:12]([C:9]3[N:8]([C:19]4[CH:24]=[CH:23][C:22]([C:25](=[O:27])[NH2:26])=[CH:21][C:20]=4[CH3:28])[C:7]([CH2:6][CH2:5][C:4]([O:3][CH2:1][CH3:2])=[O:29])=[CH:11][CH:10]=3)=[CH:13][CH:14]=2)[CH:32]=[N:31]1. Given the reactants [CH2:1]([O:3][C:4](=[O:29])[CH2:5][CH2:6][C:7]1[N:8]([C:19]2[CH:24]=[CH:23][C:22]([C:25](=[O:27])[NH2:26])=[CH:21][C:20]=2[CH3:28])[C:9]([C:12]2[CH:17]=[CH:16][C:15](I)=[CH:14][CH:13]=2)=[CH:10][CH:11]=1)[CH3:2].[NH:30]1[CH:34]=[CH:33][C:32](B2OC(C)(C)C(C)(C)O2)=[N:31]1.C([O-])(=O)C.[K+], predict the reaction product. (5) The product is: [NH2:22][C:18]1[CH:19]=[CH:20][CH:21]=[C:14]([O:13][CH2:12][C@H:7]2[CH2:8][CH2:9][CH2:10][CH2:11][N:6]2[C:1](=[O:5])[CH2:2][CH2:3][CH3:4])[C:15]=1[C:16]#[N:17]. Given the reactants [C:1]([N:6]1[CH2:11][CH2:10][CH2:9][CH2:8][C@@H:7]1[CH2:12][O:13][C:14]1[CH:21]=[CH:20][CH:19]=[C:18]([N+:22]([O-])=O)[C:15]=1[C:16]#[N:17])(=[O:5])[CH2:2][CH2:3][CH3:4].[H][H], predict the reaction product. (6) Given the reactants C[O:2][C:3]1[CH2:8][C:7]([O:9]C)=[CH:6][CH:5]([CH2:11][CH:12]2[O:16][CH2:15][CH2:14][O:13]2)[CH:4]=1.C(=O)([O-])[O-].[K+].[K+], predict the reaction product. The product is: [O:13]1[CH2:14][CH2:15][O:16][CH:12]1[CH2:11][CH:5]1[CH2:6][C:7](=[O:9])[CH2:8][C:3](=[O:2])[CH2:4]1.